This data is from Forward reaction prediction with 1.9M reactions from USPTO patents (1976-2016). The task is: Predict the product of the given reaction. (1) Given the reactants Br[C:2]1[CH:7]=[CH:6][C:5]([Br:8])=[CH:4][N:3]=1.[N:9]1[CH:14]=[CH:13][C:12](B(O)O)=[CH:11][CH:10]=1.C1(C)C=CC=CC=1.C(=O)([O-])[O-].[K+].[K+], predict the reaction product. The product is: [Br:8][C:5]1[CH:6]=[CH:7][C:2]([C:12]2[CH:13]=[CH:14][N:9]=[CH:10][CH:11]=2)=[N:3][CH:4]=1. (2) Given the reactants [OH:1][CH2:2][CH2:3][N:4](C)[C:5](=O)OC(C)(C)C.N1C=CC=CC=1.[C:19]([Cl:26])(=[O:25])[O:20][CH2:21][CH2:22][O:23][CH3:24].O, predict the reaction product. The product is: [ClH:26].[C:19](=[O:25])([O:1][CH2:2][CH2:3][NH:4][CH3:5])[O:20][CH2:21][CH2:22][O:23][CH3:24]. (3) Given the reactants [C:1]1([C@@H:7]([CH3:11])[C:8](Cl)=[O:9])[CH:6]=[CH:5][CH:4]=[CH:3][CH:2]=1.C1([C@@H](C)C(O)=O)C=CC=CC=1.[C:23]([N:26]1[N:30]=[C:29]([NH2:31])[S:28][C:27]1([CH2:38][CH2:39][NH:40][S:41]([CH3:44])(=[O:43])=[O:42])[C:32]1[CH:37]=[CH:36][CH:35]=[CH:34][CH:33]=1)(=[O:25])[CH3:24].N1C=CC=CC=1, predict the reaction product. The product is: [C:23]([N:26]1[C:27]([CH2:38][CH2:39][NH:40][S:41]([CH3:44])(=[O:42])=[O:43])([C:32]2[CH:37]=[CH:36][CH:35]=[CH:34][CH:33]=2)[S:28][C:29]([NH:31][C:8](=[O:9])[CH:7]([C:1]2[CH:6]=[CH:5][CH:4]=[CH:3][CH:2]=2)[CH3:11])=[N:30]1)(=[O:25])[CH3:24]. (4) Given the reactants [N+:1]([C:4]1[CH:5]=[C:6]([CH:10]=[CH:11][C:12]#[N:13])[CH:7]=[CH:8][CH:9]=1)([O-:3])=[O:2], predict the reaction product. The product is: [N+:1]([C:4]1[CH:5]=[C:6]([CH2:10][CH2:11][C:12]#[N:13])[CH:7]=[CH:8][CH:9]=1)([O-:3])=[O:2]. (5) Given the reactants [O:1]1[CH2:6][CH2:5][N:4]([C:7]2[CH:12]=[CH:11][C:10]([C:13]3[NH:14][C:15]4[C:20]([N:21]=3)=[C:19]([C:22]3[CH:23]=[CH:24][C:25]([O:30][CH:31]5[CH2:36][CH2:35][NH:34][CH2:33][CH2:32]5)=[C:26]([CH:29]=3)[C:27]#[N:28])[N:18]=[CH:17][N:16]=4)=[CH:9][CH:8]=2)[CH2:3][CH2:2]1.[C:37](O)(=[O:39])[CH3:38].CCN(C(C)C)C(C)C.CN(C(ON1N=NC2C=CC=NC1=2)=[N+](C)C)C.F[P-](F)(F)(F)(F)F, predict the reaction product. The product is: [C:37]([N:34]1[CH2:35][CH2:36][CH:31]([O:30][C:25]2[CH:24]=[CH:23][C:22]([C:19]3[N:18]=[CH:17][N:16]=[C:15]4[C:20]=3[N:21]=[C:13]([C:10]3[CH:9]=[CH:8][C:7]([N:4]5[CH2:5][CH2:6][O:1][CH2:2][CH2:3]5)=[CH:12][CH:11]=3)[NH:14]4)=[CH:29][C:26]=2[C:27]#[N:28])[CH2:32][CH2:33]1)(=[O:39])[CH3:38]. (6) Given the reactants [CH3:1][N:2]([CH3:27])[S:3]([N:6]1[CH:10]=[C:9]([CH2:11][C:12]2[CH:17]=[CH:16][CH:15]=[C:14]([F:18])[C:13]=2[F:19])[N:8]=[C:7]1[Si:20]([C:23]([CH3:26])([CH3:25])[CH3:24])([CH3:22])[CH3:21])(=[O:5])=[O:4].[CH:28]([N-]C(C)C)(C)C.[Li+].CI.O, predict the reaction product. The product is: [CH3:27][N:2]([CH3:1])[S:3]([N:6]1[CH:10]=[C:9]([CH:11]([C:12]2[CH:17]=[CH:16][CH:15]=[C:14]([F:18])[C:13]=2[F:19])[CH3:28])[N:8]=[C:7]1[Si:20]([C:23]([CH3:24])([CH3:26])[CH3:25])([CH3:21])[CH3:22])(=[O:5])=[O:4].